The task is: Predict which catalyst facilitates the given reaction.. This data is from Catalyst prediction with 721,799 reactions and 888 catalyst types from USPTO. (1) Reactant: [N:1]([O-])=O.[Na+].[Cl:5][C:6]1[CH:12]=[C:11]([N:13]2[CH2:18][CH2:17][N:16]([CH3:19])[CH2:15][CH2:14]2)[C:9]([NH2:10])=[C:8]([CH2:20][S:21]([C:24]2[CH:29]=[CH:28][C:27]([F:30])=[CH:26][CH:25]=2)(=[O:23])=[O:22])[CH:7]=1.C([O-])([O-])=O.[Na+].[Na+]. Product: [Cl:5][C:6]1[CH:7]=[C:8]2[C:9](=[C:11]([N:13]3[CH2:14][CH2:15][N:16]([CH3:19])[CH2:17][CH2:18]3)[CH:12]=1)[NH:10][N:1]=[C:20]2[S:21]([C:24]1[CH:29]=[CH:28][C:27]([F:30])=[CH:26][CH:25]=1)(=[O:22])=[O:23]. The catalyst class is: 223. (2) Reactant: [Cl:1][C:2]1[CH:7]=[CH:6][C:5]([N:8]([CH2:10][CH2:11][C:12]2[CH:13]=[N:14][C:15]([CH3:18])=[CH:16][CH:17]=2)N)=[CH:4][CH:3]=1.[CH3:19][N:20]1[CH2:25][CH2:24][C:23](=O)[CH2:22][CH:21]1[CH3:27].S(=O)(=O)(O)O.C([O-])(O)=O.[Na+]. Product: [Cl:1][C:2]1[CH:7]=[CH:6][C:5]2[N:8]([CH2:10][CH2:11][C:12]3[CH:13]=[N:14][C:15]([CH3:18])=[CH:16][CH:17]=3)[C:23]3[CH2:22][CH:21]([CH3:27])[N:20]([CH3:19])[CH2:25][C:24]=3[C:4]=2[CH:3]=1. The catalyst class is: 12. (3) Reactant: [CH3:1][C:2]1[C:3]2[CH:17]=[CH:16][C:15](=[O:18])[N:14]([CH3:19])[C:4]=2[N:5]=[C:6]([O:8][CH2:9][CH2:10][CH2:11][CH:12]=O)[N:7]=1.FC(F)(F)C(O)=O.[F:27][C:28]1[CH:37]=[C:36]2[C:31]([CH:32]=[CH:33][CH:34]=[C:35]2[N:38]2[CH2:43][CH2:42][NH:41][CH2:40][CH2:39]2)=[CH:30][CH:29]=1.C(N(CC)CC)C.C(O[BH-](OC(=O)C)OC(=O)C)(=O)C.[Na+]. Product: [F:27][C:28]1[CH:37]=[C:36]2[C:31]([CH:32]=[CH:33][CH:34]=[C:35]2[N:38]2[CH2:43][CH2:42][N:41]([CH2:12][CH2:11][CH2:10][CH2:9][O:8][C:6]3[N:7]=[C:2]([CH3:1])[C:3]4[CH:17]=[CH:16][C:15](=[O:18])[N:14]([CH3:19])[C:4]=4[N:5]=3)[CH2:40][CH2:39]2)=[CH:30][CH:29]=1. The catalyst class is: 2. (4) The catalyst class is: 3. Reactant: Cl.[F:2][C:3]([F:35])([F:34])[C:4]1[CH:5]=[C:6]([C@@H:14]([N:16]([CH3:33])[C:17]([C@H:19]2[CH2:24][CH2:23][NH:22][CH2:21][C@@H:20]2[C:25]2[CH:30]=[CH:29][C:28]([F:31])=[CH:27][C:26]=2[CH3:32])=[O:18])[CH3:15])[CH:7]=[C:8]([C:10]([F:13])([F:12])[F:11])[CH:9]=1.I[CH2:37][C:38]([NH2:40])=[O:39].CCN(CC)CC.O. Product: [NH2:40][C:38](=[O:39])[CH2:37][N:22]1[CH2:23][CH2:24][C@H:19]([C:17]([N:16]([C@H:14]([C:6]2[CH:7]=[C:8]([C:10]([F:12])([F:13])[F:11])[CH:9]=[C:4]([C:3]([F:2])([F:34])[F:35])[CH:5]=2)[CH3:15])[CH3:33])=[O:18])[C@@H:20]([C:25]2[CH:30]=[CH:29][C:28]([F:31])=[CH:27][C:26]=2[CH3:32])[CH2:21]1. (5) Reactant: [Br:1][C:2]1[CH:3]=[C:4]([SH:8])[CH:5]=[CH:6][CH:7]=1.[O:9]=[C:10]1[CH2:15][CH2:14][N:13]([C:16]([O:18][C:19]([CH3:22])([CH3:21])[CH3:20])=[O:17])[CH2:12][CH2:11]1.ClN1C(=O)CCC1=O. Product: [Br:1][C:2]1[CH:3]=[C:4]([S:8][CH:15]2[C:10](=[O:9])[CH2:11][CH2:12][N:13]([C:16]([O:18][C:19]([CH3:22])([CH3:21])[CH3:20])=[O:17])[CH2:14]2)[CH:5]=[CH:6][CH:7]=1. The catalyst class is: 34. (6) The catalyst class is: 1. Reactant: [Cl:1][C:2]1[C:3]([C:9]#[N:10])=[N:4][CH:5]=[C:6]([OH:8])[CH:7]=1.[F:11][CH:12]([F:15])[CH2:13]O.C1(P(C2C=CC=CC=2)C2C=CC=CC=2)C=CC=CC=1.CC(OC(/N=N/C(OC(C)C)=O)=O)C. Product: [Cl:1][C:2]1[C:3]([C:9]#[N:10])=[N:4][CH:5]=[C:6]([O:8][CH2:13][CH:12]([F:15])[F:11])[CH:7]=1. (7) Reactant: [Li+].[OH-].C[O:4][C:5](=[O:47])[CH:6]([CH:33]1[CH2:38][CH2:37][CH:36]([NH:39][C:40]([O:42][C:43]([CH3:46])([CH3:45])[CH3:44])=[O:41])[CH2:35][CH2:34]1)[NH:7][C:8]([C:10]1[C:19]([NH:20][C:21]([NH:23][C:24]2[C:29]([CH3:30])=[CH:28][C:27]([CH3:31])=[CH:26][C:25]=2[CH3:32])=[O:22])=[CH:18][C:17]2[C:12](=[CH:13][CH:14]=[CH:15][CH:16]=2)[CH:11]=1)=[O:9].C(OCC)(=O)C.Cl. The catalyst class is: 776. Product: [CH3:46][C:43]([O:42][C:40]([NH:39][CH:36]1[CH2:37][CH2:38][CH:33]([CH:6]([NH:7][C:8]([C:10]2[C:19]([NH:20][C:21]([NH:23][C:24]3[C:25]([CH3:32])=[CH:26][C:27]([CH3:31])=[CH:28][C:29]=3[CH3:30])=[O:22])=[CH:18][C:17]3[C:12](=[CH:13][CH:14]=[CH:15][CH:16]=3)[CH:11]=2)=[O:9])[C:5]([OH:47])=[O:4])[CH2:34][CH2:35]1)=[O:41])([CH3:44])[CH3:45]. (8) Product: [CH2:23]([O:22][C:16](=[O:21])[CH:17]=[C:18]([NH:12][C:11]1[CH:13]=[CH:14][CH:15]=[C:9]([O:8][CH2:1][C:2]2[CH:3]=[CH:4][CH:5]=[CH:6][CH:7]=2)[CH:10]=1)[CH3:20])[CH3:24]. Reactant: [CH2:1]([O:8][C:9]1[CH:10]=[C:11]([CH:13]=[CH:14][CH:15]=1)[NH2:12])[C:2]1[CH:7]=[CH:6][CH:5]=[CH:4][CH:3]=1.[C:16]([O:22][CH2:23][CH3:24])(=[O:21])[CH2:17][C:18]([CH3:20])=O.O.C1(C)C=CC(S(O)(=O)=O)=CC=1.O. The catalyst class is: 244. (9) Reactant: [C:1]([C:3]1[O:4][CH:5]=[CH:6][CH:7]=1)#[CH:2].[Li]CCCC.[CH3:13][O:14][C:15]1[CH:16]=[C:17]([CH:20]=[C:21]([O:25][CH3:26])[C:22]=1[O:23][CH3:24])[CH:18]=[O:19]. Product: [O:4]1[CH:5]=[CH:6][CH:7]=[C:3]1[C:1]#[C:2][C:18]([C:17]1[CH:20]=[C:21]([O:25][CH3:26])[C:22]([O:23][CH3:24])=[C:15]([O:14][CH3:13])[CH:16]=1)=[O:19]. The catalyst class is: 1.